This data is from Forward reaction prediction with 1.9M reactions from USPTO patents (1976-2016). The task is: Predict the product of the given reaction. (1) Given the reactants [Cl:1][C:2]1[CH:3]=[C:4]2[C:8](=[CH:9][CH:10]=1)[NH:7][CH:6]=[C:5]2[CH2:11][CH2:12][NH:13][C:14](=[O:22])[C:15]1[CH:20]=[CH:19][CH:18]=[CH:17][C:16]=1I.[CH3:23][C:24]1[CH:25]=[C:26](B(O)O)[CH:27]=[CH:28][C:29]=1[CH3:30].C(=O)([O-])[O-].[Na+].[Na+], predict the reaction product. The product is: [Cl:1][C:2]1[CH:3]=[C:4]2[C:8](=[CH:9][CH:10]=1)[NH:7][CH:6]=[C:5]2[CH2:11][CH2:12][NH:13][C:14]([C:15]1[C:16]([C:26]2[CH:27]=[CH:28][C:29]([CH3:30])=[C:24]([CH3:23])[CH:25]=2)=[CH:17][CH:18]=[CH:19][CH:20]=1)=[O:22]. (2) Given the reactants [Si:1]([O:8][C@H:9]1[CH2:14][CH2:13][C@H:12]([CH2:15][CH:16]([N:20]2[CH:25]=[C:24]([O:26][CH3:27])[C:23]([C:28]3[CH:33]=[C:32]([Cl:34])[CH:31]=[CH:30][C:29]=3[C:35]#[N:36])=[CH:22][C:21]2=[O:37])[C:17](O)=[O:18])[CH2:11][CH2:10]1)([C:4]([CH3:7])([CH3:6])[CH3:5])([CH3:3])[CH3:2].[N:38]1[CH:39]=[CH:40][N:41]2[CH:46]=[C:45]([NH2:47])[CH:44]=[CH:43][C:42]=12.C(C(=NO)C(OCC)=O)#N.C(N=C=NC(C)C)(C)C, predict the reaction product. The product is: [Si:1]([O:8][C@H:9]1[CH2:14][CH2:13][C@H:12]([CH2:15][CH:16]([N:20]2[CH:25]=[C:24]([O:26][CH3:27])[C:23]([C:28]3[CH:33]=[C:32]([Cl:34])[CH:31]=[CH:30][C:29]=3[C:35]#[N:36])=[CH:22][C:21]2=[O:37])[C:17]([NH:47][C:45]2[CH:44]=[CH:43][C:42]3[N:41]([CH:40]=[CH:39][N:38]=3)[CH:46]=2)=[O:18])[CH2:11][CH2:10]1)([C:4]([CH3:6])([CH3:5])[CH3:7])([CH3:3])[CH3:2]. (3) Given the reactants [Cl:1][CH2:2][CH2:3][CH2:4][C:5](Cl)=[O:6].[CH3:8][O:9][C:10]1[CH:11]=[C:12]([Mg]Br)[CH:13]=[CH:14][CH:15]=1, predict the reaction product. The product is: [Cl:1][CH2:2][CH2:3][CH2:4][C:5]([C:14]1[CH:13]=[CH:12][CH:11]=[C:10]([O:9][CH3:8])[CH:15]=1)=[O:6]. (4) Given the reactants C[O:2][C:3]([C@H:5]1[C@H:10]([C:11]2[CH:16]=[CH:15][C:14]([F:17])=[CH:13][CH:12]=2)[CH2:9][CH2:8][N:7](C)[CH2:6]1)=[O:4].ClC(OC(Cl)C)=O.[C:34](O[C:34]([O:36][C:37]([CH3:40])([CH3:39])[CH3:38])=[O:35])([O:36][C:37]([CH3:40])([CH3:39])[CH3:38])=[O:35], predict the reaction product. The product is: [C:37]([O:36][C:34]([N:7]1[CH2:8][CH2:9][C@@H:10]([C:11]2[CH:16]=[CH:15][C:14]([F:17])=[CH:13][CH:12]=2)[C@H:5]([C:3]([OH:4])=[O:2])[CH2:6]1)=[O:35])([CH3:38])([CH3:39])[CH3:40]. (5) Given the reactants [CH2:1]([N:3]1[CH:7]=[C:6]([NH:8][C:9]2[N:14]=[C:13]([NH:15][C:16]3[CH:17]=[N:18][N:19]([CH2:21][CH3:22])[CH:20]=3)[C:12]([N+:23]([O-])=O)=[CH:11][N:10]=2)[CH:5]=[N:4]1)[CH3:2], predict the reaction product. The product is: [CH2:1]([N:3]1[CH:7]=[C:6]([NH:8][C:9]2[N:14]=[C:13]([NH:15][C:16]3[CH:17]=[N:18][N:19]([CH2:21][CH3:22])[CH:20]=3)[C:12]([NH2:23])=[CH:11][N:10]=2)[CH:5]=[N:4]1)[CH3:2]. (6) Given the reactants [F:1][C:2]1[C:10]([N+:11]([O-:13])=[O:12])=[CH:9][CH:8]=[CH:7][C:3]=1[C:4](O)=[O:5], predict the reaction product. The product is: [N+:11]([C:10]1[C:2]([F:1])=[C:3]([CH2:4][OH:5])[CH:7]=[CH:8][CH:9]=1)([O-:13])=[O:12].